Dataset: Catalyst prediction with 721,799 reactions and 888 catalyst types from USPTO. Task: Predict which catalyst facilitates the given reaction. (1) Reactant: [N:1]1[CH:6]=[CH:5][CH:4]=[C:3]([C:7]2[NH:8][C:9]3[C:14]([CH:15]=2)=[CH:13][C:12]([C:16]#[N:17])=[CH:11][CH:10]=3)[CH:2]=1.[H-].[Na+].[C:20]([C:22]1[CH:23]=[C:24]([S:28](Cl)(=[O:30])=[O:29])[CH:25]=[CH:26][CH:27]=1)#[N:21]. Product: [C:20]([C:22]1[CH:23]=[C:24]([S:28]([N:8]2[C:9]3[C:14](=[CH:13][C:12]([C:16]#[N:17])=[CH:11][CH:10]=3)[CH:15]=[C:7]2[C:3]2[CH:2]=[N:1][CH:6]=[CH:5][CH:4]=2)(=[O:30])=[O:29])[CH:25]=[CH:26][CH:27]=1)#[N:21]. The catalyst class is: 3. (2) Reactant: [CH3:1][O:2][C:3]1[CH:16]=[C:15]([O:17][CH3:18])[CH:14]=[CH:13][C:4]=1[CH2:5][NH:6][C:7]1[N:12]=[CH:11][CH:10]=[CH:9][N:8]=1.C[Si]([N-][Si](C)(C)C)(C)C.[Li+].[F:29][C:30]1[CH:31]=[C:32]([S:37](Cl)(=[O:39])=[O:38])[CH:33]=[CH:34][C:35]=1[F:36].[Cl-].[NH4+]. Product: [CH3:1][O:2][C:3]1[CH:16]=[C:15]([O:17][CH3:18])[CH:14]=[CH:13][C:4]=1[CH2:5][N:6]([C:7]1[N:8]=[CH:9][CH:10]=[CH:11][N:12]=1)[S:37]([C:32]1[CH:33]=[CH:34][C:35]([F:36])=[C:30]([F:29])[CH:31]=1)(=[O:39])=[O:38]. The catalyst class is: 54. (3) Reactant: [F:1][C:2]1[C:9]([F:10])=[CH:8][CH:7]=[CH:6][C:3]=1[CH:4]=[O:5].[F:11][C:12]([Si](C)(C)C)([F:14])[F:13].[F-].C([N+](CCCC)(CCCC)CCCC)CCC.Cl. Product: [F:1][C:2]1[C:9]([F:10])=[CH:8][CH:7]=[CH:6][C:3]=1[CH:4]([OH:5])[C:12]([F:14])([F:13])[F:11]. The catalyst class is: 1. (4) Reactant: [Br:1][C:2]1[CH:3]=[CH:4][C:5]2[N:6]([CH2:16][CH:17]([F:20])[CH2:18][NH2:19])[C:7]3[C:12]([C:13]=2[CH:14]=1)=[CH:11][C:10]([Br:15])=[CH:9][CH:8]=3.[CH2:21]([O:24][C:25]1[CH:41]=[CH:40][C:28]([C:29]([C:31]2[CH:39]=[CH:38][C:34]([C:35](O)=[O:36])=[CH:33][CH:32]=2)=[O:30])=[CH:27][CH:26]=1)[C:22]#[CH:23].Cl.CN(C)CCCN=C=NCC.O.ON1C2C=CC=CC=2N=N1. Product: [Br:1][C:2]1[CH:3]=[CH:4][C:5]2[N:6]([CH2:16][CH:17]([F:20])[CH2:18][NH:19][C:35](=[O:36])[C:34]3[CH:33]=[CH:32][C:31]([C:29](=[O:30])[C:28]4[CH:40]=[CH:41][C:25]([O:24][CH2:21][C:22]#[CH:23])=[CH:26][CH:27]=4)=[CH:39][CH:38]=3)[C:7]3[C:12]([C:13]=2[CH:14]=1)=[CH:11][C:10]([Br:15])=[CH:9][CH:8]=3. The catalyst class is: 508. (5) Reactant: [CH3:1][O:2][C:3]([C:5]1([C:11]2[CH:16]=[C:15]([F:17])[CH:14]=[C:13]([O:18][CH2:19][C:20]3[CH:29]=[C:28]4[C:23]([C:24]([Cl:32])=[CH:25][C:26]([NH:30][NH2:31])=[N:27]4)=[CH:22][CH:21]=3)[CH:12]=2)[CH2:10][CH2:9][O:8][CH2:7][CH2:6]1)=[O:4].[CH:33](OCC)(OCC)OCC. Product: [CH3:1][O:2][C:3]([C:5]1([C:11]2[CH:16]=[C:15]([F:17])[CH:14]=[C:13]([O:18][CH2:19][C:20]3[CH:29]=[C:28]4[C:23]([C:24]([Cl:32])=[CH:25][C:26]5[N:27]4[CH:33]=[N:31][N:30]=5)=[CH:22][CH:21]=3)[CH:12]=2)[CH2:6][CH2:7][O:8][CH2:9][CH2:10]1)=[O:4]. The catalyst class is: 14. (6) Reactant: [Cl:1][C:2]1[CH:7]=[C:6]([F:8])[CH:5]=[CH:4][C:3]=1[N:9]1[CH2:14][CH2:13][N:12]([CH2:15][CH2:16][CH2:17][CH:18]=[CH:19][C:20]2[N:29]=[C:28]3[C:23]([CH2:24][CH2:25][C:26](=[O:30])[NH:27]3)=[CH:22][CH:21]=2)[CH2:11][CH2:10]1.CCOCC. Product: [Cl:1][C:2]1[CH:7]=[C:6]([F:8])[CH:5]=[CH:4][C:3]=1[N:9]1[CH2:10][CH2:11][N:12]([CH2:15][CH2:16][CH2:17][CH2:18][CH2:19][C:20]2[N:29]=[C:28]3[C:23]([CH2:24][CH2:25][C:26](=[O:30])[NH:27]3)=[CH:22][CH:21]=2)[CH2:13][CH2:14]1. The catalyst class is: 446. (7) Reactant: [C:1]([N:8]1[CH2:16][CH2:15][CH2:14][C@H:10]([C:11]([OH:13])=O)[CH2:9]1)([O:3][C:4]([CH3:7])([CH3:6])[CH3:5])=[O:2].C1C=NC2N(O)N=NC=2C=1.CCN=C=NCCCN(C)C.Cl.[F:39][C:40]1[CH:41]=[C:42]([C:45]([NH:47]O)=[NH:46])[NH:43][CH:44]=1. Product: [C:4]([O:3][C:1]([N:8]1[CH2:16][CH2:15][CH2:14][C@H:10]([C:11]2[O:13][N:47]=[C:45]([C:42]3[NH:43][CH:44]=[C:40]([F:39])[CH:41]=3)[N:46]=2)[CH2:9]1)=[O:2])([CH3:5])([CH3:6])[CH3:7]. The catalyst class is: 643.